Dataset: Full USPTO retrosynthesis dataset with 1.9M reactions from patents (1976-2016). Task: Predict the reactants needed to synthesize the given product. (1) Given the product [CH3:1][O:2][S:3]([CH2:6][P:15]([O:16][CH2:17][CH3:18])([O:14][CH2:12][CH3:13])=[O:19])(=[O:5])=[O:4], predict the reactants needed to synthesize it. The reactants are: [CH3:1][O:2][S:3]([CH3:6])(=[O:5])=[O:4].[Li]CCCC.[CH2:12]([O:14][P:15](Cl)(=[O:19])[O:16][CH2:17][CH3:18])[CH3:13].[NH4+].[Cl-]. (2) Given the product [CH3:6][C:7]1[O:8][C:9]2[CH:15]=[C:14]([S:2]([Cl:1])(=[O:5])=[O:3])[CH:13]=[CH:12][C:10]=2[N:11]=1, predict the reactants needed to synthesize it. The reactants are: [Cl:1][S:2]([OH:5])(=O)=[O:3].[CH3:6][C:7]1[O:8][C:9]2[CH:15]=[CH:14][CH:13]=[CH:12][C:10]=2[N:11]=1.